The task is: Predict the reactants needed to synthesize the given product.. This data is from Full USPTO retrosynthesis dataset with 1.9M reactions from patents (1976-2016). (1) Given the product [Br:1][C:19]1[CH:20]=[C:21]2[C:16]3=[C:17]([S:29][C:13]4[CH:12]=[CH:11][CH:10]=[CH:9][C:14]=4[N:15]3[C:28]3[CH:27]=[CH:26][CH:25]=[CH:24][C:23]=3[S:22]2)[CH:18]=1, predict the reactants needed to synthesize it. The reactants are: [Br:1]N1C(=O)CCC1=O.[CH:9]1[C:14]2[N:15]3[C:28]4[CH:27]=[CH:26][CH:25]=[CH:24][C:23]=4[S:22][C:21]4[C:16]3=[C:17]([S:29][C:13]=2[CH:12]=[CH:11][CH:10]=1)[CH:18]=[CH:19][CH:20]=4. (2) Given the product [CH2:35]([O:37][C:38]([C:40]1([CH2:45][C:46]2[CH:47]=[N:48][C:49]([CH2:22][CH2:21][CH2:20][CH2:19][C:23]3[N:24]=[C:25]([C:29]4[CH:30]=[CH:31][CH:32]=[CH:33][CH:34]=4)[O:26][C:27]=3[CH3:28])=[CH:50][CH:51]=2)[CH2:44][CH2:43][CH2:42][O:41]1)=[O:39])[CH3:36], predict the reactants needed to synthesize it. The reactants are: C1(C2CCCCCCCC2)BCCCCCCC1.[CH2:19]([C:23]1[N:24]=[C:25]([C:29]2[CH:34]=[CH:33][CH:32]=[CH:31][CH:30]=2)[O:26][C:27]=1[CH3:28])[CH2:20][CH:21]=[CH2:22].[CH2:35]([O:37][C:38]([C:40]1([CH2:45][C:46]2[CH:47]=[N:48][C:49](Br)=[CH:50][CH:51]=2)[CH2:44][CH2:43][CH2:42][O:41]1)=[O:39])[CH3:36].C(=O)([O-])[O-].[Cs+].[Cs+].C1([As](C2C=CC=CC=2)C2C=CC=CC=2)C=CC=CC=1. (3) Given the product [NH2:15][C:12]1[CH:13]=[CH:14][C:9]([O:8][C:4]2[CH:5]=[N:6][CH:7]=[C:2]([Cl:1])[CH:3]=2)=[C:10]([C:18](=[O:21])[CH2:19][CH3:20])[CH:11]=1, predict the reactants needed to synthesize it. The reactants are: [Cl:1][C:2]1[CH:3]=[C:4]([O:8][C:9]2[CH:14]=[CH:13][C:12]([N+:15]([O-])=O)=[CH:11][C:10]=2[C:18](=[O:21])[CH2:19][CH3:20])[CH:5]=[N:6][CH:7]=1.S(S([O-])=O)([O-])=O.[Na+].[Na+].